Regression. Given a peptide amino acid sequence and an MHC pseudo amino acid sequence, predict their binding affinity value. This is MHC class I binding data. From a dataset of Peptide-MHC class I binding affinity with 185,985 pairs from IEDB/IMGT. The peptide sequence is STGNYVHCF. The MHC is HLA-A30:02 with pseudo-sequence HLA-A30:02. The binding affinity (normalized) is 0.0831.